From a dataset of Peptide-MHC class I binding affinity with 185,985 pairs from IEDB/IMGT. Regression. Given a peptide amino acid sequence and an MHC pseudo amino acid sequence, predict their binding affinity value. This is MHC class I binding data. (1) The peptide sequence is ETINEEAADW. The MHC is HLA-B51:01 with pseudo-sequence HLA-B51:01. The binding affinity (normalized) is 0.106. (2) The peptide sequence is ILGPPGSVY. The MHC is HLA-A02:01 with pseudo-sequence HLA-A02:01. The binding affinity (normalized) is 0.0847. (3) The MHC is Mamu-A02 with pseudo-sequence Mamu-A02. The peptide sequence is VIQKIGKEAIV. The binding affinity (normalized) is 0. (4) The peptide sequence is MQYLNPPPY. The MHC is HLA-B48:01 with pseudo-sequence HLA-B48:01. The binding affinity (normalized) is 0.0847.